This data is from Full USPTO retrosynthesis dataset with 1.9M reactions from patents (1976-2016). The task is: Predict the reactants needed to synthesize the given product. (1) The reactants are: Br[C:2]1[CH:10]=[CH:9][CH:8]=[C:7]2[C:3]=1[CH:4]=[CH:5][N:6]2[S:11]([C:14]1[CH:19]=[CH:18][CH:17]=[CH:16][C:15]=1[CH3:20])(=[O:13])=[O:12].[NH:21]1[CH2:26][CH2:25][NH:24][CH2:23][CH2:22]1. Given the product [N:21]1([C:2]2[CH:10]=[CH:9][CH:8]=[C:7]3[C:3]=2[CH:4]=[CH:5][N:6]3[S:11]([C:14]2[CH:19]=[CH:18][CH:17]=[CH:16][C:15]=2[CH3:20])(=[O:13])=[O:12])[CH2:26][CH2:25][NH:24][CH2:23][CH2:22]1, predict the reactants needed to synthesize it. (2) Given the product [Cl:1][C:2]1[CH:3]=[C:4]([CH:14]=[CH:15][C:16]=1[Cl:17])[CH2:5][N:6]1[CH2:11][CH2:10][O:9][C@H:8]([CH2:12][NH:13][C:29](=[O:30])[CH2:28][C:25]2[CH:24]=[CH:23][C:22]([S:19]([CH3:18])(=[O:20])=[O:21])=[CH:27][CH:26]=2)[CH2:7]1, predict the reactants needed to synthesize it. The reactants are: [Cl:1][C:2]1[CH:3]=[C:4]([CH:14]=[CH:15][C:16]=1[Cl:17])[CH2:5][N:6]1[CH2:11][CH2:10][O:9][C@H:8]([CH2:12][NH2:13])[CH2:7]1.[CH3:18][S:19]([C:22]1[CH:27]=[CH:26][C:25]([CH2:28][C:29](O)=[O:30])=[CH:24][CH:23]=1)(=[O:21])=[O:20]. (3) Given the product [OH:8][C@H:9]1[CH2:14][CH2:13][CH2:12][CH2:11][C@@H:10]1[NH:15][C:16]1[S:17][C:18]([CH:23]([CH3:25])[CH3:24])([CH3:22])[C:19](=[O:21])[N:20]=1, predict the reactants needed to synthesize it. The reactants are: C([O:8][C@H:9]1[CH2:14][CH2:13][CH2:12][CH2:11][C@@H:10]1[NH:15][C:16]1[S:17][C:18]([CH:23]([CH3:25])[CH3:24])([CH3:22])[C:19](=[O:21])[N:20]=1)C1C=CC=CC=1.I[Si](C)(C)C. (4) Given the product [CH3:24][O:25][C:26](=[O:45])[C@H:27]([CH2:35][C:36]1[CH:37]=[C:38]([Cl:44])[C:39]([O:43][CH2:8][C:9]2[C:14]3[O:15][C:16]([C:18]4[CH:23]=[CH:22][CH:21]=[CH:20][CH:19]=4)=[CH:17][C:13]=3[CH:12]=[CH:11][CH:10]=2)=[C:40]([Cl:42])[CH:41]=1)[NH:28][C:29](=[O:34])[C:30]([F:33])([F:31])[F:32], predict the reactants needed to synthesize it. The reactants are: C(=O)([O-])[O-].[K+].[K+].Cl[CH2:8][C:9]1[C:14]2[O:15][C:16]([C:18]3[CH:23]=[CH:22][CH:21]=[CH:20][CH:19]=3)=[CH:17][C:13]=2[CH:12]=[CH:11][CH:10]=1.[CH3:24][O:25][C:26](=[O:45])[C@H:27]([CH2:35][C:36]1[CH:41]=[C:40]([Cl:42])[C:39]([OH:43])=[C:38]([Cl:44])[CH:37]=1)[NH:28][C:29](=[O:34])[C:30]([F:33])([F:32])[F:31].CN(C)C=O. (5) Given the product [C:1]([C:5]1[CH:10]=[C:9]([C:11]2[NH:15][N:14]=[N:13][CH:12]=2)[C:8]([O:16][CH3:17])=[C:7]([CH:6]=1)[NH2:18])([CH3:4])([CH3:2])[CH3:3], predict the reactants needed to synthesize it. The reactants are: [C:1]([C:5]1[CH:6]=[C:7]([N+:18]([O-])=O)[C:8]([O:16][CH3:17])=[C:9]([C:11]2[NH:15][N:14]=[N:13][CH:12]=2)[CH:10]=1)([CH3:4])([CH3:3])[CH3:2].[NH4+].[Cl-]. (6) Given the product [Cl:1][C:2]1[N:7]=[C:6]([C:8]2[S:12][C:11]([CH:13]([CH3:15])[CH3:14])=[N:10][C:9]=2[C:16]2[CH:17]=[C:18]([CH:19]=[CH:20][CH:21]=2)[NH2:22])[CH:5]=[CH:4][N:3]=1, predict the reactants needed to synthesize it. The reactants are: [Cl:1][C:2]1[N:7]=[C:6]([C:8]2[S:12][C:11]([CH:13]([CH3:15])[CH3:14])=[N:10][C:9]=2[C:16]2[CH:17]=[C:18]([NH:22]C(=O)OCC=C)[CH:19]=[CH:20][CH:21]=2)[CH:5]=[CH:4][N:3]=1.C([SnH](CCCC)CCCC)CCC.CC(O)=O.